Predict the reaction yield, written as a fraction of the theoretical maximum amount of product (1.0 means a 100% yield; for example, 0.34 means a 34% yield). From a dataset of Reaction yield outcomes from USPTO patents with 853,638 reactions. (1) The reactants are Br[C:2]1[CH:3]=[C:4]([CH:6]=[CH:7][C:8]=1[O:9][C:10]1[CH:15]=[CH:14][CH:13]=[CH:12][CH:11]=1)[NH2:5].[F:16][C:17]1[C:22]([CH3:23])=[CH:21][C:20](B(O)O)=[CH:19][N:18]=1.C(=O)([O-])[O-].[Na+].[Na+]. The catalyst is C1(C)C=CC=CC=1. The product is [F:16][C:17]1[N:18]=[CH:19][C:20]([C:2]2[CH:3]=[C:4]([CH:6]=[CH:7][C:8]=2[O:9][C:10]2[CH:15]=[CH:14][CH:13]=[CH:12][CH:11]=2)[NH2:5])=[CH:21][C:22]=1[CH3:23]. The yield is 0.840. (2) The reactants are S(Cl)(Cl)=O.[I:5][C:6]1[C:14]([CH3:15])=[CH:13][CH:12]=[CH:11][C:7]=1[C:8](O)=[O:9].[BH4-].[Na+].[H-].[H-].[H-].[H-].[Li+].[Al+3]. The catalyst is C(Cl)Cl. The product is [I:5][C:6]1[C:14]([CH3:15])=[CH:13][CH:12]=[CH:11][C:7]=1[CH2:8][OH:9]. The yield is 0.890. (3) The reactants are [H-].[H-].[H-].[H-].[Li+].[Al+3].[OH:7][C:8]1[CH:9]=[C:10]2[C:15](=[CH:16][CH:17]=1)[C:14]([C:18]([C:20]1[CH:25]=[CH:24][C:23]([O:26][CH2:27][CH2:28][N:29]3[CH2:34][CH2:33][CH2:32][CH2:31][CH2:30]3)=[CH:22][CH:21]=1)=[O:19])=[C:13]([CH2:35][C:36]1[CH:41]=[CH:40][CH:39]=[CH:38][C:37]=1[OH:42])[CH:12]=[CH:11]2. The catalyst is C1COCC1. The product is [OH:42][C:37]1[CH:38]=[CH:39][CH:40]=[CH:41][C:36]=1[CH2:35][C:13]1[C:14]([CH:18]([OH:19])[C:20]2[CH:25]=[CH:24][C:23]([O:26][CH2:27][CH2:28][N:29]3[CH2:30][CH2:31][CH2:32][CH2:33][CH2:34]3)=[CH:22][CH:21]=2)=[C:15]2[C:10](=[CH:11][CH:12]=1)[CH:9]=[C:8]([OH:7])[CH:17]=[CH:16]2. The yield is 0.820. (4) The reactants are [Si:1](Cl)([C:4]([CH3:7])([CH3:6])[CH3:5])([CH3:3])[CH3:2].[CH:9]1([OH:16])[CH2:14][CH2:13][CH:12]([OH:15])[CH2:11][CH2:10]1.N1C=CN=C1. The catalyst is CN(C)C=O.O1CCCC1.[Cl-].[Na+].O. The product is [C:4]([Si:1]([CH3:3])([CH3:2])[O:15][CH:12]1[CH2:13][CH2:14][CH:9]([OH:16])[CH2:10][CH2:11]1)([CH3:7])([CH3:6])[CH3:5]. The yield is 0.660.